From a dataset of NCI-60 drug combinations with 297,098 pairs across 59 cell lines. Regression. Given two drug SMILES strings and cell line genomic features, predict the synergy score measuring deviation from expected non-interaction effect. (1) Drug 1: CC12CCC3C(C1CCC2NC(=O)OCC(F)(F)F)CCC4C3(C=CC(=O)N4C)C. Drug 2: C1CC(CNC1)C2=CC=C(C=C2)N3C=C4C=CC=C(C4=N3)C(=O)N. Cell line: T-47D. Synergy scores: CSS=21.5, Synergy_ZIP=6.88, Synergy_Bliss=6.33, Synergy_Loewe=7.59, Synergy_HSA=8.96. (2) Drug 1: CN(CCCl)CCCl.Cl. Drug 2: CS(=O)(=O)OCCCCOS(=O)(=O)C. Cell line: HCC-2998. Synergy scores: CSS=29.0, Synergy_ZIP=-4.29, Synergy_Bliss=-3.44, Synergy_Loewe=-16.5, Synergy_HSA=-1.22. (3) Drug 1: COC1=C(C=C2C(=C1)N=CN=C2NC3=CC(=C(C=C3)F)Cl)OCCCN4CCOCC4. Drug 2: C1=NC2=C(N1)C(=S)N=CN2. Cell line: RPMI-8226. Synergy scores: CSS=32.7, Synergy_ZIP=-6.70, Synergy_Bliss=-13.5, Synergy_Loewe=-21.7, Synergy_HSA=-12.6.